Dataset: NCI-60 drug combinations with 297,098 pairs across 59 cell lines. Task: Regression. Given two drug SMILES strings and cell line genomic features, predict the synergy score measuring deviation from expected non-interaction effect. (1) Drug 1: CC1OCC2C(O1)C(C(C(O2)OC3C4COC(=O)C4C(C5=CC6=C(C=C35)OCO6)C7=CC(=C(C(=C7)OC)O)OC)O)O. Drug 2: C1CCC(C(C1)N)N.C(=O)(C(=O)[O-])[O-].[Pt+4]. Cell line: NCI-H460. Synergy scores: CSS=40.6, Synergy_ZIP=0.699, Synergy_Bliss=-0.471, Synergy_Loewe=-8.76, Synergy_HSA=0.449. (2) Drug 1: CC12CCC3C(C1CCC2=O)CC(=C)C4=CC(=O)C=CC34C. Drug 2: COC1=CC(=CC(=C1O)OC)C2C3C(COC3=O)C(C4=CC5=C(C=C24)OCO5)OC6C(C(C7C(O6)COC(O7)C8=CC=CS8)O)O. Cell line: SK-MEL-2. Synergy scores: CSS=51.1, Synergy_ZIP=-0.411, Synergy_Bliss=-1.35, Synergy_Loewe=-7.95, Synergy_HSA=1.75.